Dataset: Catalyst prediction with 721,799 reactions and 888 catalyst types from USPTO. Task: Predict which catalyst facilitates the given reaction. (1) Product: [Cl:1][C:2]1[CH:10]=[C:9]2[C:5]([C:6]([CH2:25][C:24]3[CH:27]=[CH:28][CH:29]=[C:22]([Cl:21])[CH:23]=3)([C:12]3[CH:17]=[CH:16][C:15]([CH:18]([CH3:20])[CH3:19])=[CH:14][CH:13]=3)[C:7](=[O:11])[NH:8]2)=[CH:4][CH:3]=1. The catalyst class is: 21. Reactant: [Cl:1][C:2]1[CH:10]=[C:9]2[C:5]([CH:6]([C:12]3[CH:17]=[CH:16][C:15]([CH:18]([CH3:20])[CH3:19])=[CH:14][CH:13]=3)[C:7](=[O:11])[NH:8]2)=[CH:4][CH:3]=1.[Cl:21][C:22]1[CH:23]=[C:24]([CH:27]=[CH:28][CH:29]=1)[CH2:25]Br.[I-].[K+].C(=O)([O-])[O-].[K+].[K+]. (2) Reactant: [NH2:1][S:2]([CH2:5][CH2:6][CH2:7][C:8]([N:10]([CH3:44])[CH2:11][CH2:12][N:13]([CH3:43])[C@@H:14]1[CH2:21][N:20]2[C:22]3[CH:23]=[C:24]([C:35]([O:37][CH3:38])=[O:36])[CH:25]=[CH:26][C:27]=3[C:28]([CH:29]3[CH2:34][CH2:33][CH2:32][CH2:31][CH2:30]3)=[C:19]2[C:18]2[CH:39]=[CH:40][CH:41]=[CH:42][C:17]=2[O:16][CH2:15]1)=O)(=[O:4])=[O:3].CSC. Product: [NH2:1][S:2]([CH2:5][CH2:6][CH2:7][CH2:8][N:10]([CH3:44])[CH2:11][CH2:12][N:13]([CH3:43])[C@@H:14]1[CH2:21][N:20]2[C:22]3[CH:23]=[C:24]([C:35]([O:37][CH3:38])=[O:36])[CH:25]=[CH:26][C:27]=3[C:28]([CH:29]3[CH2:34][CH2:33][CH2:32][CH2:31][CH2:30]3)=[C:19]2[C:18]2[CH:39]=[CH:40][CH:41]=[CH:42][C:17]=2[O:16][CH2:15]1)(=[O:3])=[O:4]. The catalyst class is: 1. (3) Reactant: [C:1]([OH:5])(=[O:4])[CH:2]=[CH2:3].[OH:6][CH2:7][CH:8]([CH2:10]O)[OH:9].[OH-].[K+].C1(C=CC(O)=CC=1)O. Product: [C:1]([O:5][CH2:10][CH:8]([CH2:7][OH:6])[OH:9])(=[O:4])[CH:2]=[CH2:3]. The catalyst class is: 65. (4) Reactant: [Cl:1][C:2]1[N:6]2[CH:7]=[C:8]([CH2:15][CH2:16][CH3:17])[CH:9]=[C:10]([C:11]([F:14])([F:13])[F:12])[C:5]2=[N:4][C:3]=1[C:18](O)=[O:19].Cl.[NH:22]1[CH2:27][CH2:26][CH:25]([N:28]2[CH2:32][CH2:31][O:30][C:29]2=[O:33])[CH2:24][CH2:23]1.C(N(C(C)C)C(C)C)C.F[P-](F)(F)(F)(F)F.CN(C(ON1C2=NC=CC=C2N=N1)=[N+](C)C)C. Product: [Cl:1][C:2]1[N:6]2[CH:7]=[C:8]([CH2:15][CH2:16][CH3:17])[CH:9]=[C:10]([C:11]([F:13])([F:12])[F:14])[C:5]2=[N:4][C:3]=1[C:18]([N:22]1[CH2:23][CH2:24][CH:25]([N:28]2[CH2:32][CH2:31][O:30][C:29]2=[O:33])[CH2:26][CH2:27]1)=[O:19]. The catalyst class is: 13. (5) Reactant: [N:1]1([C:6]([NH:8][C:9]2[NH:10][C:11]([CH3:16])=[CH:12][C:13](=[O:15])[N:14]=2)=[O:7])[CH:5]=[CH:4]N=C1.[ClH:17].Cl.[Cl-].NCC[CH2:23][N+:24]([CH2:27][CH2:28][CH2:29][NH2:30])([CH3:26])[CH3:25].C([N:34]([CH:37]([CH3:39])[CH3:38])[CH2:35]C)(C)C. Product: [Cl-:17].[CH3:26][N+:24]([CH3:23])([CH2:25][CH2:4][CH2:5][NH:1][C:6]([NH:8][C:9]1[NH:10][C:11]([CH3:16])=[CH:12][C:13](=[O:15])[N:14]=1)=[O:7])[CH2:27][CH2:28][CH2:29][NH:30][C:6]([NH:1][C:35]1[NH:34][C:37]([CH3:38])=[CH:39][C:13](=[O:15])[N:14]=1)=[O:7]. The catalyst class is: 8.